From a dataset of Catalyst prediction with 721,799 reactions and 888 catalyst types from USPTO. Predict which catalyst facilitates the given reaction. (1) Reactant: [NH2:1][C:2]1[CH:7]=[C:6]([O:8][CH3:9])[C:5]([O:10][CH3:11])=[CH:4][C:3]=1[C:12]([C:14]1[CH:19]=[CH:18][C:17]([CH:20]([CH3:22])[CH3:21])=[CH:16][CH:15]=1)=[O:13].[CH3:23][O:24][C:25]1[CH:26]=[C:27]([C:33]([CH3:37])([CH3:36])[CH:34]=O)[CH:28]=[CH:29][C:30]=1[O:31][CH3:32].C(O)(=O)C.CC(OCC1C2C(=CC=CC=2)C(COC(C)=O)=C2C=1C=CC=C2)=O.[BH3-]C#N.[Na+]. Product: [CH3:23][O:24][C:25]1[CH:26]=[C:27]([C:33]([CH3:37])([CH3:36])[CH2:34][NH:1][C:2]2[CH:7]=[C:6]([O:8][CH3:9])[C:5]([O:10][CH3:11])=[CH:4][C:3]=2[C:12]([C:14]2[CH:15]=[CH:16][C:17]([CH:20]([CH3:22])[CH3:21])=[CH:18][CH:19]=2)=[O:13])[CH:28]=[CH:29][C:30]=1[O:31][CH3:32]. The catalyst class is: 26. (2) Reactant: C(NC(C)C)(C)C.C([Li])CCC.[CH:13]1([C:16]([O:18][C:19]([CH3:22])([CH3:21])[CH3:20])=[O:17])[CH2:15][CH2:14]1.[I:23][CH2:24]I.[NH4+].[Cl-]. Product: [I:23][CH2:24][C:13]1([C:16]([O:18][C:19]([CH3:22])([CH3:21])[CH3:20])=[O:17])[CH2:15][CH2:14]1. The catalyst class is: 7. (3) Reactant: [NH2:1][C:2]1[N:7]=[C:6]([C:8]2[O:9][CH:10]=[CH:11][CH:12]=2)[C:5]([C:13]#[N:14])=[C:4](SC)[N:3]=1.[CH3:17][O-:18].[Na+]. Product: [NH2:1][C:2]1[N:7]=[C:6]([C:8]2[O:9][CH:10]=[CH:11][CH:12]=2)[C:5]([C:13]#[N:14])=[C:4]([O:18][CH3:17])[N:3]=1. The catalyst class is: 5.